From a dataset of Peptide-MHC class II binding affinity with 134,281 pairs from IEDB. Regression. Given a peptide amino acid sequence and an MHC pseudo amino acid sequence, predict their binding affinity value. This is MHC class II binding data. (1) The peptide sequence is EDVGYPIIIDQKYCP. The MHC is DRB1_0901 with pseudo-sequence DRB1_0901. The binding affinity (normalized) is 0.110. (2) The peptide sequence is HSLGAWLGHPDKF. The MHC is H-2-IAs with pseudo-sequence H-2-IAs. The binding affinity (normalized) is 0.541.